This data is from Catalyst prediction with 721,799 reactions and 888 catalyst types from USPTO. The task is: Predict which catalyst facilitates the given reaction. Reactant: C[O:2][C:3]1[C:12]2[O:11][CH2:10][CH2:9][O:8][C:7]=2[C:6]([O:13]C)=[CH:5][C:4]=1[C:15](=[O:25])[CH2:16][C:17]([C:19]1[CH:24]=[CH:23][CH:22]=[CH:21][CH:20]=1)=[O:18].B(Br)(Br)Br. Product: [OH:2][C:3]1[C:12]2[O:11][CH2:10][CH2:9][O:8][C:7]=2[C:6]([OH:13])=[CH:5][C:4]=1[C:15](=[O:25])[CH2:16][C:17]([C:19]1[CH:24]=[CH:23][CH:22]=[CH:21][CH:20]=1)=[O:18]. The catalyst class is: 2.